This data is from Catalyst prediction with 721,799 reactions and 888 catalyst types from USPTO. The task is: Predict which catalyst facilitates the given reaction. (1) Reactant: [CH:1]([N:4]1[C:13]2[CH:14]=[C:15]([O:18][CH2:19][C@@H:20]([NH:25]C(=O)OC(C)(C)C)[CH2:21][CH:22]([CH3:24])[CH3:23])[CH:16]=[CH:17][C:12]=2[C:11]2[C:6](=[CH:7][N:8]=[CH:9][CH:10]=2)[C:5]1=[O:33])([CH3:3])[CH3:2].Cl.C(OCC)C. Product: [NH2:25][C@@H:20]([CH2:21][CH:22]([CH3:24])[CH3:23])[CH2:19][O:18][C:15]1[CH:16]=[CH:17][C:12]2[C:11]3[C:6](=[CH:7][N:8]=[CH:9][CH:10]=3)[C:5](=[O:33])[N:4]([CH:1]([CH3:2])[CH3:3])[C:13]=2[CH:14]=1. The catalyst class is: 4. (2) Reactant: [CH3:1][O:2][C:3]([C:6]1[CH:15]=[CH:14][C:13]2[CH2:12][CH:11]([C:16]([O:18]C)=[O:17])[CH2:10][CH2:9][C:8]=2[N:7]=1)([CH3:5])[CH3:4].[OH-].[Na+]. Product: [CH3:1][O:2][C:3]([C:6]1[CH:15]=[CH:14][C:13]2[CH2:12][CH:11]([C:16]([OH:18])=[O:17])[CH2:10][CH2:9][C:8]=2[N:7]=1)([CH3:5])[CH3:4]. The catalyst class is: 5. (3) Reactant: [Cl:1][C@H:2]1[CH2:6][N:5](C(OCC2C3C=CC=CC=3C3C2=CC=CC=3)=O)[C@@H:4]2[C@@H:24]([OH:27])[CH2:25][O:26][C@H:3]12.Cl[C@H]1CN(C(OCC2C=CC=CC=2)=O)[C@@H]2[C@@H](O)CO[C@H]12.[H][H]. Product: [Cl:1][C@H:2]1[CH2:6][NH:5][C@@H:4]2[C@@H:24]([OH:27])[CH2:25][O:26][C@H:3]12. The catalyst class is: 63. (4) Reactant: [CH2:1]([N:8](C)[CH2:9][CH:10]([C:16]1[C:25]2[C:20](=[CH:21][CH:22]=[C:23]([O:26][CH3:27])[CH:24]=2)[CH:19]=[CH:18][CH:17]=1)[CH2:11][NH:12][C:13](=[O:15])[CH3:14])C1C=CC=CC=1. Product: [CH3:27][O:26][C:23]1[CH:24]=[C:25]2[C:20]([CH:19]=[CH:18][CH:17]=[C:16]2[CH:10]([CH2:9][NH:8][CH3:1])[CH2:11][NH:12][C:13](=[O:15])[CH3:14])=[CH:21][CH:22]=1. The catalyst class is: 19. (5) Product: [Cl:23][C:21]1[CH:20]=[CH:19][C:18]([OH:24])=[C:17]([C:14]2[S:13][C:12]([CH2:11][CH2:10][CH2:9][CH2:8][CH2:7][CH2:6][C:5]([OH:25])=[O:4])=[N:16][CH:15]=2)[CH:22]=1. The catalyst class is: 72. Reactant: [OH-].[Na+].C[O:4][C:5](=[O:25])[CH2:6][CH2:7][CH2:8][CH2:9][CH2:10][CH2:11][C:12]1[S:13][C:14]([C:17]2[CH:22]=[C:21]([Cl:23])[CH:20]=[CH:19][C:18]=2[OH:24])=[CH:15][N:16]=1.